Dataset: Peptide-MHC class I binding affinity with 185,985 pairs from IEDB/IMGT. Task: Regression. Given a peptide amino acid sequence and an MHC pseudo amino acid sequence, predict their binding affinity value. This is MHC class I binding data. (1) The peptide sequence is QLIPCMDVVL. The MHC is HLA-A02:01 with pseudo-sequence HLA-A02:01. The binding affinity (normalized) is 0.426. (2) The MHC is HLA-A26:02 with pseudo-sequence HLA-A26:02. The peptide sequence is RVFGFRTAK. The binding affinity (normalized) is 0.0847. (3) The peptide sequence is AIKCVDIVK. The MHC is HLA-B15:01 with pseudo-sequence HLA-B15:01. The binding affinity (normalized) is 0.0847. (4) The binding affinity (normalized) is 0.0220. The peptide sequence is IVTDSQYAL. The MHC is HLA-B44:02 with pseudo-sequence HLA-B44:02. (5) The peptide sequence is NIAAPYLPF. The MHC is HLA-B15:02 with pseudo-sequence HLA-B15:02. The binding affinity (normalized) is 0.763. (6) The peptide sequence is MLKLRVDVF. The MHC is HLA-B35:01 with pseudo-sequence HLA-B35:01. The binding affinity (normalized) is 0.0847. (7) The peptide sequence is NHINCELSL. The MHC is HLA-B38:01 with pseudo-sequence HLA-B38:01. The binding affinity (normalized) is 0.682. (8) The peptide sequence is ILVIFTVAI. The MHC is HLA-A32:01 with pseudo-sequence HLA-A32:01. The binding affinity (normalized) is 0.748. (9) The peptide sequence is RLMIGTAAA. The MHC is HLA-A02:01 with pseudo-sequence HLA-A02:01. The binding affinity (normalized) is 0.499.